Dataset: NCI-60 drug combinations with 297,098 pairs across 59 cell lines. Task: Regression. Given two drug SMILES strings and cell line genomic features, predict the synergy score measuring deviation from expected non-interaction effect. Drug 1: C1=NC2=C(N1)C(=S)N=C(N2)N. Drug 2: COCCOC1=C(C=C2C(=C1)C(=NC=N2)NC3=CC=CC(=C3)C#C)OCCOC.Cl. Cell line: MDA-MB-435. Synergy scores: CSS=8.77, Synergy_ZIP=-6.52, Synergy_Bliss=-2.08, Synergy_Loewe=-13.1, Synergy_HSA=-4.37.